This data is from HIV replication inhibition screening data with 41,000+ compounds from the AIDS Antiviral Screen. The task is: Binary Classification. Given a drug SMILES string, predict its activity (active/inactive) in a high-throughput screening assay against a specified biological target. (1) The molecule is C=C1C2CC3C4N5CC6(C)CCCC47C6C5CC3(C1O)C7C2O. The result is 0 (inactive). (2) The compound is O=C1C(=C(C(F)(F)Cl)C(F)(F)Cl)C2CCC1C2. The result is 0 (inactive). (3) The compound is O=C1c2ccccc2C(=O)c2sc(Nc3ccc(Cl)c(Cl)c3)nc21. The result is 0 (inactive). (4) The result is 0 (inactive). The drug is CCOC(=O)c1c(-c2ccccc2)oc(=O)c(Cc2cccc3cccnc23)c1-c1ccccc1. (5) The result is 0 (inactive). The compound is N#CC(C(=S)NCc1ccccc1)=C(N)N1CCCC1. (6) The drug is COc1ccc(CCCCl)c(C2=NCCc3ccccc32)c1.Cl. The result is 0 (inactive).